The task is: Predict the reaction yield, written as a fraction of the theoretical maximum amount of product (1.0 means a 100% yield; for example, 0.34 means a 34% yield).. This data is from Reaction yield outcomes from USPTO patents with 853,638 reactions. (1) The reactants are [N:1]1([C:7]2[C:8]3[S:28][C:27]([CH2:29][N:30]4[CH2:35][CH2:34][N:33]([C:36]([CH3:41])([CH3:40])[C:37]([NH2:39])=[O:38])[CH2:32][CH2:31]4)=[CH:26][C:9]=3[N:10]=[C:11]([Sn](CCCC)(CCCC)CCCC)[N:12]=2)[CH2:6][CH2:5][O:4][CH2:3][CH2:2]1.Br[C:43]1[CH:52]=[CH:51][CH:50]=[C:49]2[C:44]=1[CH:45]=[CH:46][N:47]=[CH:48]2.O1CCOCC1.Cl. The catalyst is ClCCl.CCOCC.[I+].[Cu+].C1(P(C2C=CC=CC=2)C2C=CC=CC=2)C=CC=CC=1.C1(P(C2C=CC=CC=2)C2C=CC=CC=2)C=CC=CC=1.C1(P(C2C=CC=CC=2)C2C=CC=CC=2)C=CC=CC=1.C1(P(C2C=CC=CC=2)C2C=CC=CC=2)C=CC=CC=1.[Pd]. The product is [CH:48]1[C:49]2[C:44](=[CH:43][CH:52]=[CH:51][C:50]=2[C:11]2[N:12]=[C:7]([N:1]3[CH2:6][CH2:5][O:4][CH2:3][CH2:2]3)[C:8]3[S:28][C:27]([CH2:29][N:30]4[CH2:35][CH2:34][N:33]([C:36]([CH3:40])([CH3:41])[C:37]([NH2:39])=[O:38])[CH2:32][CH2:31]4)=[CH:26][C:9]=3[N:10]=2)[CH:45]=[CH:46][N:47]=1. The yield is 0.0600. (2) The reactants are [C:1]([CH:3]([NH:9][C:10](=O)[C:11]1[C:16]([F:17])=[CH:15][CH:14]=[CH:13][C:12]=1[F:18])[C:4]([O:6][CH2:7][CH3:8])=[O:5])#[N:2].COC1C=CC(P2(SP(C3C=CC(OC)=CC=3)(=S)S2)=[S:29])=CC=1. The catalyst is N1C=CC=CC=1. The product is [NH2:2][C:1]1[S:29][C:10]([C:11]2[C:16]([F:17])=[CH:15][CH:14]=[CH:13][C:12]=2[F:18])=[N:9][C:3]=1[C:4]([O:6][CH2:7][CH3:8])=[O:5]. The yield is 0.250. (3) The reactants are [OH:1][C@H:2]1[CH2:7][CH2:6][C@H:5]2[C@H:8]3[C@H:17]([CH2:18][CH2:19][C@:3]12[CH3:4])[C:16]1[CH:15]=[CH:14][C:13]([O:20]C)=[CH:12][C:11]=1[CH2:10][C@H:9]3[CH2:22][CH2:23][CH2:24][CH2:25][CH2:26][CH2:27][CH2:28][CH2:29][CH2:30][C@H:31]([CH2:35][CH2:36][C:37]([F:49])([F:48])[C:38]([F:47])([F:46])[C:39]([F:45])([F:44])[C:40]([F:43])([F:42])[F:41])[C:32]([OH:34])=[O:33].B(Br)(Br)Br. The catalyst is ClCCl. The product is [OH:20][C:13]1[CH:14]=[CH:15][C:16]2[C@@H:17]3[C@H:8]([C@H:5]4[C@@:3]([CH2:19][CH2:18]3)([CH3:4])[C@@H:2]([OH:1])[CH2:7][CH2:6]4)[C@H:9]([CH2:22][CH2:23][CH2:24][CH2:25][CH2:26][CH2:27][CH2:28][CH2:29][CH2:30][C@H:31]([CH2:35][CH2:36][C:37]([F:48])([F:49])[C:38]([F:46])([F:47])[C:39]([F:44])([F:45])[C:40]([F:41])([F:42])[F:43])[C:32]([OH:34])=[O:33])[CH2:10][C:11]=2[CH:12]=1. The yield is 0.600. (4) The reactants are [F:1][C:2]([F:28])([F:27])[C:3]1[CH:8]=[CH:7][C:6]([N:9]2[CH2:14][CH2:13][N:12]([S:15]([C:18]3[CH:19]=[C:20]4[C:24](=[CH:25][CH:26]=3)[NH:23][CH2:22][CH2:21]4)(=[O:17])=[O:16])[CH2:11][CH2:10]2)=[CH:5][CH:4]=1.C(C1C(=O)C(Cl)=C(Cl)C(=O)C=1C#N)#N. The catalyst is ClCCl. The product is [F:27][C:2]([F:1])([F:28])[C:3]1[CH:8]=[CH:7][C:6]([N:9]2[CH2:10][CH2:11][N:12]([S:15]([C:18]3[CH:19]=[C:20]4[C:24](=[CH:25][CH:26]=3)[NH:23][CH:22]=[CH:21]4)(=[O:17])=[O:16])[CH2:13][CH2:14]2)=[CH:5][CH:4]=1. The yield is 0.700. (5) The reactants are [Cl:1][C:2]1[CH:7]=[CH:6][C:5]([C:8]2[O:9][C:10]3[C:11](=[C:13]([C:17](O)=[O:18])[CH:14]=[CH:15][CH:16]=3)[N:12]=2)=[C:4]([O:20][CH3:21])[CH:3]=1.Cl.C(N=C=NCCCN(C)C)C.ON1C2C=CC=CC=2N=N1.Cl.Cl.[NH2:46][CH:47]1[CH2:54][CH:53]2[N:55]([CH3:56])[CH:49]([CH2:50][CH2:51][CH2:52]2)[CH2:48]1.C(N(CC)CC)C. The catalyst is CN(C=O)C.ClCCl. The product is [CH3:56][N:55]1[CH:49]2[CH2:50][CH2:51][CH2:52][CH:53]1[CH2:54][CH:47]([NH:46][C:17]([C:13]1[CH:14]=[CH:15][CH:16]=[C:10]3[O:9][C:8]([C:5]4[CH:6]=[CH:7][C:2]([Cl:1])=[CH:3][C:4]=4[O:20][CH3:21])=[N:12][C:11]=13)=[O:18])[CH2:48]2. The yield is 0.670. (6) The catalyst is C(Cl)(Cl)Cl. The product is [C:31]12([C:41]([O:43][CH2:27][CH2:26][O:25][C:23]([NH:7][C:3]3([C:4]([OH:6])=[O:5])[CH2:2][CH2:1]3)=[O:24])=[O:42])[CH2:40][CH:35]3[CH2:36][CH:37]([CH2:39][CH:33]([CH2:34]3)[CH2:32]1)[CH2:38]2. The reactants are [CH2:1]1[C:3]([NH2:7])([C:4]([OH:6])=[O:5])[CH2:2]1.Cl[Si](C)(C)C.CCN(C(C)C)C(C)C.Cl[C:23]([O:25][CH:26](Cl)[CH:27](C)C)=[O:24].[C:31]12([C:41]([OH:43])=[O:42])[CH2:40][CH:35]3[CH2:36][CH:37]([CH2:39][CH:33]([CH2:34]3)[CH2:32]1)[CH2:38]2. The yield is 0.0640. (7) The reactants are [Br:1][C:2]1[CH:7]=[CH:6][C:5]([C:8]2[N:9]=[C:10]([NH:13][C:14](=[O:17])[CH2:15][OH:16])[S:11][CH:12]=2)=[CH:4][CH:3]=1.CO[C:20](OC)([CH3:22])[CH3:21].O.C1(C)C=CC(S(O)(=O)=O)=CC=1. The catalyst is C1(C)C=CC=CC=1. The product is [Br:1][C:2]1[CH:3]=[CH:4][C:5]([C:8]2[N:9]=[C:10]([N:13]3[C:14](=[O:17])[CH2:15][O:16][C:20]3([CH3:22])[CH3:21])[S:11][CH:12]=2)=[CH:6][CH:7]=1. The yield is 0.530.